From a dataset of Reaction yield outcomes from USPTO patents with 853,638 reactions. Predict the reaction yield, written as a fraction of the theoretical maximum amount of product (1.0 means a 100% yield; for example, 0.34 means a 34% yield). The reactants are [C:1]([O:5][C:6](=[O:23])[N:7]([C:9]([C:15]1[CH:20]=[CH:19][C:18]([Cl:21])=[C:17]([Cl:22])[CH:16]=1)([CH2:13][OH:14])[CH2:10][CH:11]=[CH2:12])[CH3:8])([CH3:4])([CH3:3])[CH3:2].C(N(CC)CC)C.N1C=CC=CC=1.S(=O)(=O)=O. The catalyst is CS(C)=O. The product is [C:1]([O:5][C:6](=[O:23])[N:7]([C:9]([C:15]1[CH:20]=[CH:19][C:18]([Cl:21])=[C:17]([Cl:22])[CH:16]=1)([CH:13]=[O:14])[CH2:10][CH:11]=[CH2:12])[CH3:8])([CH3:2])([CH3:3])[CH3:4]. The yield is 0.770.